This data is from Full USPTO retrosynthesis dataset with 1.9M reactions from patents (1976-2016). The task is: Predict the reactants needed to synthesize the given product. (1) The reactants are: [Cl:1][C:2]1[C:3]2[S:10][CH:9]=[CH:8][C:4]=2[N:5]=[CH:6][N:7]=1.[Li]CCCC.[CH3:16][S:17]SC.CI. Given the product [Cl:1][C:2]1[C:3]2[S:10][C:9]([S:17][CH3:16])=[CH:8][C:4]=2[N:5]=[CH:6][N:7]=1, predict the reactants needed to synthesize it. (2) The reactants are: OC(C)(C)[CH2:3][C@@:4]1([C:28]2[CH:33]=[CH:32][CH:31]=[CH:30][CH:29]=2)[O:9][C:8](=[O:10])[N:7]([C@H:11]([C:13]2[CH:18]=[CH:17][C:16](B3OC(C)(C)C(C)(C)O3)=[CH:15][CH:14]=2)[CH3:12])[CH2:6][CH2:5]1.[C:36]([O-:39])([O-])=O.[Cs+].[Cs+]. Given the product [OH:9][C:4]([CH3:5])([CH3:3])[CH2:3][C@@:4]1([C:28]2[CH:33]=[CH:32][CH:31]=[CH:30][CH:29]=2)[O:9][C:8](=[O:10])[N:7]([C@H:11]([C:13]2[CH:18]=[CH:17][C:16]([C:14]3[CH:13]=[CH:11][NH:7][C:36](=[O:39])[CH:15]=3)=[CH:15][CH:14]=2)[CH3:12])[CH2:6][CH2:5]1, predict the reactants needed to synthesize it.